Dataset: Reaction yield outcomes from USPTO patents with 853,638 reactions. Task: Predict the reaction yield, written as a fraction of the theoretical maximum amount of product (1.0 means a 100% yield; for example, 0.34 means a 34% yield). (1) The reactants are [NH2:1][C:2]1[CH:7]=[C:6]([Cl:8])[C:5]([OH:9])=[C:4]([Cl:10])[CH:3]=1.Cl[C:12]1[S:13][C:14]2[CH:20]=[C:19]([Cl:21])[CH:18]=[CH:17][C:15]=2[N:16]=1.C([O-])([O-])=O.[K+].[K+].Cl. The catalyst is CS(C)=O.O. The product is [Cl:8][C:6]1[CH:7]=[C:2]([NH2:1])[CH:3]=[C:4]([Cl:10])[C:5]=1[O:9][C:12]1[S:13][C:14]2[CH:20]=[C:19]([Cl:21])[CH:18]=[CH:17][C:15]=2[N:16]=1. The yield is 0.490. (2) The reactants are [CH2:1]1[CH:6]2[CH2:7][C:8]3([NH2:11])[CH2:10][CH:4]([CH2:5]2)[CH2:3][CH:2]1[CH2:9]3.[Br:12][C:13]1[CH:18]=[CH:17][C:16]([C:19]2[O:23][N:22]=[C:21]([CH:24]=O)[CH:20]=2)=[CH:15][CH:14]=1. No catalyst specified. The product is [Br:12][C:13]1[CH:14]=[CH:15][C:16]([C:19]2[O:23][N:22]=[C:21]([CH2:24][NH:11][C:8]34[CH2:10][CH:4]5[CH2:5][CH:6]([CH2:1][CH:2]([CH2:3]5)[CH2:9]3)[CH2:7]4)[CH:20]=2)=[CH:17][CH:18]=1. The yield is 0.690. (3) The reactants are [CH3:1][O:2][C:3]1[N:4]=[CH:5][C:6]2[S:11][CH:10]=[CH:9][C:7]=2[N:8]=1.[Br:12]Br. The catalyst is CC(O)=O. The product is [Br:12][C:9]1[C:7]2[N:8]=[C:3]([O:2][CH3:1])[N:4]=[CH:5][C:6]=2[S:11][CH:10]=1. The yield is 0.400. (4) The reactants are [CH:1]([C:4]1[CH:5]=[C:6]([NH:10][C:11]2[N:15]=[C:14]([N:16](CC3C=CC(OC)=CC=3)CC3C=CC(OC)=CC=3)[N:13](CC3C=CC(OC)=CC=3)[N:12]=2)[CH:7]=[CH:8][CH:9]=1)([CH3:3])[CH3:2].C(O)(C(F)(F)F)=O. No catalyst specified. The product is [CH:1]([C:4]1[CH:5]=[C:6]([NH:10][C:11]2[N:15]=[C:14]([NH2:16])[NH:13][N:12]=2)[CH:7]=[CH:8][CH:9]=1)([CH3:3])[CH3:2]. The yield is 0.650.